Dataset: Full USPTO retrosynthesis dataset with 1.9M reactions from patents (1976-2016). Task: Predict the reactants needed to synthesize the given product. (1) Given the product [Cl:23][C:7]1[CH:8]=[C:9]2[C:4](=[CH:5][CH:6]=1)[N:3]=[C:2]([N:26]([CH2:24][CH3:25])[CH3:27])[C:11]([C:12]#[N:13])=[C:10]2[C:14]1[CH:19]=[CH:18][CH:17]=[C:16]([CH:20]([CH3:22])[CH3:21])[CH:15]=1, predict the reactants needed to synthesize it. The reactants are: Cl[C:2]1[C:11]([C:12]#[N:13])=[C:10]([C:14]2[CH:19]=[CH:18][CH:17]=[C:16]([CH:20]([CH3:22])[CH3:21])[CH:15]=2)[C:9]2[C:4](=[CH:5][CH:6]=[C:7]([Cl:23])[CH:8]=2)[N:3]=1.[CH2:24]([NH:26][CH3:27])[CH3:25]. (2) Given the product [N:16]1[C:17]2[NH:8][CH2:9][CH2:10][CH2:11][C:12]=2[CH:13]=[C:14]([C:18]2[CH:23]=[C:22]([O:24][CH2:25][CH2:26][N:27]3[CH2:31][CH2:30][O:29][C:28]3=[O:32])[CH:21]=[N:20][CH:19]=2)[CH:15]=1, predict the reactants needed to synthesize it. The reactants are: C(OC([N:8]1[C:17]2[C:12](=[CH:13][C:14]([C:18]3[CH:19]=[N:20][CH:21]=[C:22]([O:24][CH2:25][CH2:26][N:27]4[CH2:31][CH2:30][O:29][C:28]4=[O:32])[CH:23]=3)=[CH:15][N:16]=2)[CH2:11][CH2:10][CH2:9]1)=O)(C)(C)C. (3) The reactants are: CC1C(NC(C2[N:15]([C:16]3[N:21]=[CH:20]C=CC=3Cl)[N:14]=C(Br)C=2)=O)=C(C(NC)=O)C=C(Cl)C=1.CC1[C:35]([NH:36][C:37](C2N(C3N=CC=CC=3Cl)N=C(Br)C=2)=O)=C(C(NC)=O)C=C(C#N)C=1.[CH3:58]C1C=C(C(F)(C(F)(F)F)C(F)(F)F)C=CC=1NC(C1C=CC=C(I)C=1C(NC(CS(C)(=O)=O)(C)C)=O)=O.C[C:97](C)=[O:98].[OH2:100]. Given the product [CH3:58][N:21]([C:16]([N:15]=[N:14][C:97]([N:36]([CH3:37])[CH3:35])=[O:98])=[O:100])[CH3:20], predict the reactants needed to synthesize it.